From a dataset of TCR-epitope binding with 47,182 pairs between 192 epitopes and 23,139 TCRs. Binary Classification. Given a T-cell receptor sequence (or CDR3 region) and an epitope sequence, predict whether binding occurs between them. (1) The epitope is FPPTSFGPL. The TCR CDR3 sequence is CASSSGSGAYEQYF. Result: 1 (the TCR binds to the epitope). (2) The epitope is LEPLVDLPI. The TCR CDR3 sequence is CASSHLRDTQYF. Result: 1 (the TCR binds to the epitope). (3) The epitope is NLVPMVATV. The TCR CDR3 sequence is CASSLEAGAYEQYF. Result: 1 (the TCR binds to the epitope). (4) The epitope is ELAGIGILTV. The TCR CDR3 sequence is CASSLGGAVYEQYF. Result: 1 (the TCR binds to the epitope). (5) The epitope is WICLLQFAY. The TCR CDR3 sequence is CASSQGVLLNEQFF. Result: 0 (the TCR does not bind to the epitope). (6) The epitope is YLDAYNMMI. The TCR CDR3 sequence is CSVEDLDGSFVGEQFF. Result: 1 (the TCR binds to the epitope).